Dataset: Full USPTO retrosynthesis dataset with 1.9M reactions from patents (1976-2016). Task: Predict the reactants needed to synthesize the given product. Given the product [Cl:1][C:2]1[CH:7]=[CH:6][CH:5]=[CH:4][C:3]=1[C:8]1[C:14]2[CH:15]=[C:16]([C:21]#[N:22])[C:17]([O:19][CH3:20])=[CH:18][C:13]=2[N:12]=[C:11]2[NH:34][NH:28][CH:30]=[C:10]2[N:9]=1, predict the reactants needed to synthesize it. The reactants are: [Cl:1][C:2]1[CH:7]=[CH:6][CH:5]=[CH:4][C:3]=1[C:8]1[C:14]2[CH:15]=[C:16]([C:21]#[N:22])[C:17]([O:19][CH3:20])=[CH:18][C:13]=2[NH:12][C:11](=S)[CH2:10][N:9]=1.C(OC(OCC)[N:28]([CH3:30])C)C.[NH2:34]N.